This data is from Forward reaction prediction with 1.9M reactions from USPTO patents (1976-2016). The task is: Predict the product of the given reaction. (1) Given the reactants [C:1](Cl)(=[O:4])[CH:2]=[CH2:3].[CH3:6][NH:7][CH2:8][C:9]1[N:10]([CH3:18])[C:11]2[C:16]([CH:17]=1)=[CH:15][CH:14]=[CH:13][CH:12]=2.C(N(CC)CC)C, predict the reaction product. The product is: [CH3:6][N:7]([CH2:8][C:9]1[N:10]([CH3:18])[C:11]2[C:16]([CH:17]=1)=[CH:15][CH:14]=[CH:13][CH:12]=2)[C:1](=[O:4])[CH:2]=[CH2:3]. (2) Given the reactants O[CH:2]1[CH2:7][CH2:6][NH:5][CH2:4][CH2:3]1.[Al+3].[Cl-].[Cl-].[Cl-].[CH:12]1[CH:17]=[CH:16][CH:15]=[CH:14][CH:13]=1.[OH-].[Na+], predict the reaction product. The product is: [C:12]1([CH:2]2[CH2:7][CH2:6][NH:5][CH2:4][CH2:3]2)[CH:17]=[CH:16][CH:15]=[CH:14][CH:13]=1. (3) Given the reactants Cl[C:2]1[CH:3]=[C:4]([N:13]([CH2:15][C:16]2[CH:21]=[CH:20][CH:19]=[CH:18][C:17]=2[CH2:22][C:23]([O:25]C)=[O:24])[CH3:14])[CH:5]=[C:6]([NH:8][CH2:9][CH:10]2[CH2:12][CH2:11]2)[CH:7]=1.[C:27]([O:31][C:32]([NH:34][C@@H:35]([C:37]1[C:38]([F:66])=[C:39](C2C=C(O)C=C(COC3C=CC=CC=3CC(OC(C)(C)C)=O)C=2)[CH:40]=[CH:41][CH:42]=1)[CH3:36])=[O:33])([CH3:30])([CH3:29])[CH3:28].[O-]P([O-])([O-])=O.[K+].[K+].[K+], predict the reaction product. The product is: [C:27]([O:31][C:32]([NH:34][C@@H:35]([C:37]1[C:38]([F:66])=[C:39]([C:2]2[CH:7]=[C:6]([NH:8][CH2:9][CH:10]3[CH2:12][CH2:11]3)[CH:5]=[C:4]([N:13]([CH2:15][C:16]3[CH:21]=[CH:20][CH:19]=[CH:18][C:17]=3[CH2:22][C:23]([OH:25])=[O:24])[CH3:14])[CH:3]=2)[CH:40]=[CH:41][CH:42]=1)[CH3:36])=[O:33])([CH3:28])([CH3:29])[CH3:30]. (4) Given the reactants [CH3:1][O:2][C:3]1[CH:4]=[C:5]([CH:9]=[C:10]([O:12][CH3:13])[CH:11]=1)[C:6]([OH:8])=O.C(N(CC)CC)C.ClC(OC(C)C)=O.C1(C)C=CC=CC=1.[F:35][C:36]([F:54])([F:53])[C:37]1[CH:52]=[CH:51][C:40]2[NH:41][C:42]([C@H:44]3[CH2:49][CH2:48][CH2:47][C@@H:46]([NH2:50])[CH2:45]3)=[N:43][C:39]=2[CH:38]=1, predict the reaction product. The product is: [CH3:13][O:12][C:10]1[CH:9]=[C:5]([CH:4]=[C:3]([O:2][CH3:1])[CH:11]=1)[C:6]([NH:50][C@@H:46]1[CH2:47][CH2:48][CH2:49][C@H:44]([C:42]2[NH:41][C:40]3[CH:51]=[CH:52][C:37]([C:36]([F:54])([F:53])[F:35])=[CH:38][C:39]=3[N:43]=2)[CH2:45]1)=[O:8]. (5) Given the reactants [F:1][C:2]1[CH:7]=[CH:6][C:5]([NH:8][C:9]([C:11]2([C:14]([NH:16][C:17]3[CH:22]=[CH:21][C:20]([O:23][C:24]4[C:25]5[CH:32]=[C:31]([C:33](=[O:43])[NH:34][CH2:35][CH2:36][N:37]6[CH2:42][CH2:41][O:40][CH2:39][CH2:38]6)[N:30](COCC[Si](C)(C)C)[C:26]=5[N:27]=[CH:28][N:29]=4)=[C:19]([F:52])[CH:18]=3)=[O:15])[CH2:13][CH2:12]2)=[O:10])=[CH:4][CH:3]=1.[F-].C([N+](CCCC)(CCCC)CCCC)CCC, predict the reaction product. The product is: [F:52][C:19]1[CH:18]=[C:17]([NH:16][C:14]([C:11]2([C:9]([NH:8][C:5]3[CH:6]=[CH:7][C:2]([F:1])=[CH:3][CH:4]=3)=[O:10])[CH2:12][CH2:13]2)=[O:15])[CH:22]=[CH:21][C:20]=1[O:23][C:24]1[C:25]2[CH:32]=[C:31]([C:33]([NH:34][CH2:35][CH2:36][N:37]3[CH2:38][CH2:39][O:40][CH2:41][CH2:42]3)=[O:43])[NH:30][C:26]=2[N:27]=[CH:28][N:29]=1.